From a dataset of Reaction yield outcomes from USPTO patents with 853,638 reactions. Predict the reaction yield, written as a fraction of the theoretical maximum amount of product (1.0 means a 100% yield; for example, 0.34 means a 34% yield). The reactants are N#N.[CH3:3][O:4][C:5](=[O:13])[CH2:6][C:7]1[S:8][C:9](Br)=[CH:10][CH:11]=1.[N+:14]([C:17]1[CH:18]=[C:19](B(O)O)[CH:20]=[CH:21][CH:22]=1)([O-:16])=[O:15].C([O-])([O-])=O.[Na+].[Na+]. The catalyst is C1(C)C=CC=CC=1.CCO.[Pd].C1(P(C2C=CC=CC=2)C2C=CC=CC=2)C=CC=CC=1.C1(P(C2C=CC=CC=2)C2C=CC=CC=2)C=CC=CC=1.C1(P(C2C=CC=CC=2)C2C=CC=CC=2)C=CC=CC=1.C1(P(C2C=CC=CC=2)C2C=CC=CC=2)C=CC=CC=1. The product is [CH3:3][O:4][C:5](=[O:13])[CH2:6][C:7]1[S:8][C:9]([C:21]2[CH:20]=[CH:19][CH:18]=[C:17]([N+:14]([O-:16])=[O:15])[CH:22]=2)=[CH:10][CH:11]=1. The yield is 0.580.